Dataset: NCI-60 drug combinations with 297,098 pairs across 59 cell lines. Task: Regression. Given two drug SMILES strings and cell line genomic features, predict the synergy score measuring deviation from expected non-interaction effect. (1) Drug 1: CCC1=CC2CC(C3=C(CN(C2)C1)C4=CC=CC=C4N3)(C5=C(C=C6C(=C5)C78CCN9C7C(C=CC9)(C(C(C8N6C)(C(=O)OC)O)OC(=O)C)CC)OC)C(=O)OC.C(C(C(=O)O)O)(C(=O)O)O. Drug 2: CC12CCC3C(C1CCC2OP(=O)(O)O)CCC4=C3C=CC(=C4)OC(=O)N(CCCl)CCCl.[Na+]. Cell line: MDA-MB-435. Synergy scores: CSS=43.4, Synergy_ZIP=0.559, Synergy_Bliss=-2.45, Synergy_Loewe=-20.8, Synergy_HSA=-1.64. (2) Drug 1: C1=NC2=C(N=C(N=C2N1C3C(C(C(O3)CO)O)F)Cl)N. Drug 2: N.N.Cl[Pt+2]Cl. Cell line: MALME-3M. Synergy scores: CSS=44.7, Synergy_ZIP=-3.09, Synergy_Bliss=1.04, Synergy_Loewe=2.23, Synergy_HSA=3.70. (3) Drug 1: C1=CN(C(=O)N=C1N)C2C(C(C(O2)CO)O)O.Cl. Drug 2: CC1C(C(CC(O1)OC2CC(CC3=C2C(=C4C(=C3O)C(=O)C5=CC=CC=C5C4=O)O)(C(=O)C)O)N)O. Cell line: SNB-19. Synergy scores: CSS=42.7, Synergy_ZIP=-11.6, Synergy_Bliss=-11.2, Synergy_Loewe=-18.6, Synergy_HSA=-2.90. (4) Drug 1: CC1OCC2C(O1)C(C(C(O2)OC3C4COC(=O)C4C(C5=CC6=C(C=C35)OCO6)C7=CC(=C(C(=C7)OC)O)OC)O)O. Drug 2: CC1CCC2CC(C(=CC=CC=CC(CC(C(=O)C(C(C(=CC(C(=O)CC(OC(=O)C3CCCCN3C(=O)C(=O)C1(O2)O)C(C)CC4CCC(C(C4)OC)O)C)C)O)OC)C)C)C)OC. Cell line: UO-31. Synergy scores: CSS=14.9, Synergy_ZIP=-11.9, Synergy_Bliss=-12.4, Synergy_Loewe=-7.87, Synergy_HSA=-6.87. (5) Drug 2: CCCCC(=O)OCC(=O)C1(CC(C2=C(C1)C(=C3C(=C2O)C(=O)C4=C(C3=O)C=CC=C4OC)O)OC5CC(C(C(O5)C)O)NC(=O)C(F)(F)F)O. Synergy scores: CSS=14.1, Synergy_ZIP=-9.08, Synergy_Bliss=-7.95, Synergy_Loewe=-26.2, Synergy_HSA=-11.1. Cell line: OVCAR3. Drug 1: CNC(=O)C1=NC=CC(=C1)OC2=CC=C(C=C2)NC(=O)NC3=CC(=C(C=C3)Cl)C(F)(F)F. (6) Drug 1: CS(=O)(=O)C1=CC(=C(C=C1)C(=O)NC2=CC(=C(C=C2)Cl)C3=CC=CC=N3)Cl. Drug 2: CC1=C(C(CCC1)(C)C)C=CC(=CC=CC(=CC(=O)O)C)C. Cell line: HCT-15. Synergy scores: CSS=2.53, Synergy_ZIP=-2.39, Synergy_Bliss=1.54, Synergy_Loewe=-0.146, Synergy_HSA=0.104.